Dataset: Full USPTO retrosynthesis dataset with 1.9M reactions from patents (1976-2016). Task: Predict the reactants needed to synthesize the given product. (1) Given the product [C:27]([O:26][C:12]([N:5]1[CH2:4][C:3]2[C:7](=[C:8]([OH:11])[CH:9]=[CH:10][C:2]=2[Br:1])[CH2:6]1)=[O:17])([CH3:30])([CH3:29])[CH3:28], predict the reactants needed to synthesize it. The reactants are: [Br:1][C:2]1[CH:10]=[CH:9][C:8]([OH:11])=[C:7]2[C:3]=1[CH2:4][N:5]([C:12](=[O:17])C(F)(F)F)[CH2:6]2.C([O-])([O-])=O.[K+].[K+].C(OC([O:26][C:27]([CH3:30])([CH3:29])[CH3:28])=O)([O:26][C:27]([CH3:30])([CH3:29])[CH3:28])=O. (2) Given the product [CH2:17]([N:11]1[CH:10]=[CH:9][C:8]2[CH:7]=[N:6][C:5]([C:3]([NH:24][CH2:25][C:26]([OH:28])=[O:27])=[O:4])=[C:14]([OH:15])[C:13]=2[C:12]1=[O:16])[C:18]1[CH:23]=[CH:22][CH:21]=[CH:20][CH:19]=1, predict the reactants needed to synthesize it. The reactants are: CO[C:3]([C:5]1[N:6]=[CH:7][C:8]2[CH:9]=[CH:10][N:11]([CH2:17][C:18]3[CH:23]=[CH:22][CH:21]=[CH:20][CH:19]=3)[C:12](=[O:16])[C:13]=2[C:14]=1[OH:15])=[O:4].[NH2:24][CH2:25][C:26]([OH:28])=[O:27].C[O-].[Na+]. (3) The reactants are: O1[C:5]2([CH2:10][CH2:9][C:8]([C:11]3[C:15]4=[N:16][CH:17]=[CH:18][CH:19]=[C:14]4[NH:13][CH:12]=3)=[CH:7][CH2:6]2)[O:4]CC1.[H][H]. Given the product [NH:13]1[C:14]2[C:15](=[N:16][CH:17]=[CH:18][CH:19]=2)[C:11]([CH:8]2[CH2:7][CH2:6][C:5](=[O:4])[CH2:10][CH2:9]2)=[CH:12]1, predict the reactants needed to synthesize it. (4) The reactants are: [Cl:1][C:2]1[CH:3]=[C:4]([CH2:8][C:9]([C:11]2[CH:12]=[CH:13][C:14]3[O:19][CH2:18][C:17](=[O:20])[NH:16][C:15]=3[CH:21]=2)=[O:10])[CH:5]=[CH:6][CH:7]=1.[BrH:22].Br.[NH+]1C=CC=CC=1.[S:30]([O-:33])([O-:32])=[O:31].[Na+:34].[Na+]. Given the product [S:30]([O-:33])([O-:32])=[O:31].[Na+:34].[Na+:34].[Br:22][CH:8]([C:4]1[CH:5]=[CH:6][CH:7]=[C:2]([Cl:1])[CH:3]=1)[C:9]([C:11]1[CH:12]=[CH:13][C:14]2[O:19][CH2:18][C:17](=[O:20])[NH:16][C:15]=2[CH:21]=1)=[O:10], predict the reactants needed to synthesize it. (5) Given the product [Cl:12][C:13]1[CH:18]=[CH:17][C:16]([O:19][C:2]2[CH:7]=[CH:6][CH:5]=[CH:4][C:3]=2[CH2:8][C:9]([OH:11])=[O:10])=[CH:15][CH:14]=1, predict the reactants needed to synthesize it. The reactants are: Br[C:2]1[CH:7]=[CH:6][CH:5]=[CH:4][C:3]=1[CH2:8][C:9]([O-:11])=[O:10].[Cl:12][C:13]1[CH:18]=[CH:17][C:16]([OH:19])=[CH:15][CH:14]=1.C(=O)([O-])[O-].[Cs+].[Cs+].CN(C)CC(O)=O.Cl. (6) Given the product [C:1]([O:5][C:6](=[O:33])[N:7]([CH2:39][CH2:38][N:36]([CH3:37])[CH3:35])[S:8]([C:11]1[CH:12]=[CH:13][C:14]([N:17]2[C:21]([C:22]3[CH:23]=[CH:24][C:25]([CH3:28])=[CH:26][CH:27]=3)=[CH:20][C:19]([C:29]([F:31])([F:32])[F:30])=[N:18]2)=[CH:15][CH:16]=1)(=[O:9])=[O:10])([CH3:4])([CH3:2])[CH3:3], predict the reactants needed to synthesize it. The reactants are: [C:1]([O:5][C:6](=[O:33])[NH:7][S:8]([C:11]1[CH:16]=[CH:15][C:14]([N:17]2[C:21]([C:22]3[CH:27]=[CH:26][C:25]([CH3:28])=[CH:24][CH:23]=3)=[CH:20][C:19]([C:29]([F:32])([F:31])[F:30])=[N:18]2)=[CH:13][CH:12]=1)(=[O:10])=[O:9])([CH3:4])([CH3:3])[CH3:2].Cl.[CH3:35][N:36]([CH2:38][CH2:39]Cl)[CH3:37]. (7) Given the product [Cl:1][C:2]1[CH:3]=[C:4]([C@@H:12]([CH2:13][CH:14]2[CH2:18][CH2:17][CH:16]([OH:19])[CH2:15]2)[C:22]([NH:23][C:24]2[CH:29]=[N:28][CH:27]=[CH:26][N:25]=2)=[O:30])[CH:5]=[CH:6][C:7]=1[S:8]([CH3:11])(=[O:10])=[O:9], predict the reactants needed to synthesize it. The reactants are: [Cl:1][C:2]1[CH:3]=[C:4]([C@H:12]([C:22](=[O:30])[NH:23][C:24]2[CH:29]=[N:28][CH:27]=[CH:26][N:25]=2)[CH2:13][CH:14]2[CH2:18][CH2:17][CH:16]([O:19]C=O)[CH2:15]2)[CH:5]=[CH:6][C:7]=1[S:8]([CH3:11])(=[O:10])=[O:9].N.